Task: Predict the product of the given reaction.. Dataset: Forward reaction prediction with 1.9M reactions from USPTO patents (1976-2016) (1) The product is: [CH2:33]([O:11][CH:10]([C:3]1[CH:4]=[CH:5][C:6]([O:8][CH3:9])=[CH:7][C:2]=1[OH:1])[C:12]1[CH:17]=[CH:16][CH:15]=[C:14]([O:18][CH2:19][C:20]2[N:21]=[C:22]([C:26]3[CH:27]=[CH:28][CH:29]=[CH:30][CH:31]=3)[O:23][C:24]=2[CH3:25])[CH:13]=1)[CH3:34]. Given the reactants [OH:1][C:2]1[CH:7]=[C:6]([O:8][CH3:9])[CH:5]=[CH:4][C:3]=1[CH:10]([C:12]1[CH:17]=[CH:16][CH:15]=[C:14]([O:18][CH2:19][C:20]2[N:21]=[C:22]([C:26]3[CH:31]=[CH:30][CH:29]=[CH:28][CH:27]=3)[O:23][C:24]=2[CH3:25])[CH:13]=1)[OH:11].O1CC[CH2:34][CH2:33]1, predict the reaction product. (2) The product is: [CH2:16]([O:10][C:7]1[CH:8]=[CH:9][C:4]([CH2:3][C:2]([CH3:1])([N+:12]([O-:14])=[O:13])[CH3:11])=[CH:5][CH:6]=1)[CH2:17][CH2:18][CH3:19]. Given the reactants [CH3:1][C:2]([N+:12]([O-:14])=[O:13])([CH3:11])[CH2:3][C:4]1[CH:9]=[CH:8][C:7]([OH:10])=[CH:6][CH:5]=1.Br[CH2:16][CH2:17][CH2:18][CH3:19].CC(N(C)C)=O.C([O-])([O-])=O.[K+].[K+], predict the reaction product. (3) Given the reactants [Br:1][C:2]1[CH:3]=[C:4]([CH2:7][N:8]2[C:12](=[O:13])[O:11][N:10]=[C:9]2[C:14]2[C:18]([NH:19][CH2:20][CH2:21][O:22]C)=[N:17][O:16][N:15]=2)[O:5][CH:6]=1.B(Br)(Br)Br.C(=O)(O)[O-].[Na+], predict the reaction product. The product is: [Br:1][C:2]1[CH:3]=[C:4]([CH2:7][N:8]2[C:12](=[O:13])[O:11][N:10]=[C:9]2[C:14]2[C:18]([NH:19][CH2:20][CH2:21][OH:22])=[N:17][O:16][N:15]=2)[O:5][CH:6]=1. (4) Given the reactants [OH:1][C:2]1[CH:3]=[N:4][CH:5]=[CH:6][CH:7]=1.C1(=O)O[CH2:11][CH2:10][O:9]1.C([O-])([O-])=O.[K+].[K+].CN(C=O)C, predict the reaction product. The product is: [N:4]1[CH:5]=[CH:6][CH:7]=[C:2]([O:1][CH2:11][CH2:10][OH:9])[CH:3]=1. (5) Given the reactants [CH3:1][O:2][C:3](=[O:15])[NH:4][C:5]1[CH:10]=[CH:9][C:8](F)=[C:7]([N+:12]([O-:14])=[O:13])[CH:6]=1.[O:16]1[CH2:21][CH2:20][O:19][CH2:18][CH:17]1[CH2:22][NH2:23], predict the reaction product. The product is: [CH3:1][O:2][C:3](=[O:15])[NH:4][C:5]1[CH:10]=[CH:9][C:8]([NH:23][CH2:22][CH:17]2[CH2:18][O:19][CH2:20][CH2:21][O:16]2)=[C:7]([N+:12]([O-:14])=[O:13])[CH:6]=1. (6) Given the reactants Br[C:2]1[CH:11]=[C:10]([CH3:12])[CH:9]=[CH:8][C:3]=1[C:4]([O:6][CH3:7])=[O:5].[CH2:13]([Sn](CCCC)(CCCC)CCCC)[CH:14]=[CH2:15].[Cl-].[Li+], predict the reaction product. The product is: [CH2:15]([C:2]1[CH:11]=[C:10]([CH3:12])[CH:9]=[CH:8][C:3]=1[C:4]([O:6][CH3:7])=[O:5])[CH:14]=[CH2:13]. (7) The product is: [NH2:12][C@@H:13]([CH2:14][S:15][CH2:7][C:6]1[CH:9]=[CH:10][C:3]([O:2][CH3:1])=[CH:4][CH:5]=1)[C:16]([OH:18])=[O:17]. Given the reactants [CH3:1][O:2][C:3]1[CH:10]=[CH:9][C:6]([CH2:7]O)=[CH:5][CH:4]=1.Cl.[NH2:12][C@H:13]([C:16]([OH:18])=[O:17])[CH2:14][SH:15].[OH-].[Na+], predict the reaction product. (8) Given the reactants [F:1][C:2]1[CH:3]=[C:4]2[C:8](=[CH:9][CH:10]=1)[NH:7][CH:6]=[CH:5]2.[OH-].[Na+].[CH:13]([Br:16])(Br)Br, predict the reaction product. The product is: [Br:16][C:13]1[CH:6]=[N:7][C:8]2[C:4]([CH:5]=1)=[CH:3][C:2]([F:1])=[CH:10][CH:9]=2. (9) Given the reactants [Cl:1][C:2]1[N:7]=[C:6](Cl)[C:5]([O:9][CH3:10])=[CH:4][N:3]=1.Cl.Cl.[NH:13]1[C:17]2[CH2:18][CH2:19][CH2:20][NH:21][C:16]=2[N:15]=[CH:14]1.C(N(C(C)C)C(C)C)C, predict the reaction product. The product is: [Cl:1][C:2]1[N:7]=[C:6]([N:21]2[CH2:20][CH2:19][C:18]3[N:15]=[CH:14][NH:13][C:17]=3[CH2:16]2)[C:5]([O:9][CH3:10])=[CH:4][N:3]=1.